From a dataset of Catalyst prediction with 721,799 reactions and 888 catalyst types from USPTO. Predict which catalyst facilitates the given reaction. (1) Reactant: [CH3:1][O:2][C:3]1[C:4]([CH3:31])=[C:5]([C:22]([O:29][CH3:30])=[C:23]([O:27][CH3:28])[C:24]=1[O:25][CH3:26])[CH2:6][C:7]1[CH:8]=[CH:9][C:10]([C:16]2[CH:17]=[N:18][CH:19]=[CH:20][CH:21]=2)=[C:11]([CH:15]=1)[C:12](O)=[O:13].[F:32][C:33]([F:42])([F:41])[C:34]1[CH:40]=[CH:39][C:37]([NH2:38])=[CH:36][CH:35]=1.C(N(CC)CC)C.[Cl-].ClC1N(C)CC[NH+]1C. Product: [CH3:1][O:2][C:3]1[C:4]([CH3:31])=[C:5]([C:22]([O:29][CH3:30])=[C:23]([O:27][CH3:28])[C:24]=1[O:25][CH3:26])[CH2:6][C:7]1[CH:8]=[CH:9][C:10]([C:16]2[CH:17]=[N:18][CH:19]=[CH:20][CH:21]=2)=[C:11]([CH:15]=1)[C:12]([NH:38][C:37]1[CH:39]=[CH:40][C:34]([C:33]([F:41])([F:42])[F:32])=[CH:35][CH:36]=1)=[O:13]. The catalyst class is: 2. (2) Reactant: [F:1][C:2]([F:17])([C:7]1[CH:12]=[CH:11][CH:10]=[C:9]([O:13][CH2:14][CH2:15][OH:16])[CH:8]=1)[C:3]([O:5]C)=[O:4].O1CCCC1.O.O.[OH-].[Li+]. Product: [F:1][C:2]([F:17])([C:7]1[CH:12]=[CH:11][CH:10]=[C:9]([O:13][CH2:14][CH2:15][OH:16])[CH:8]=1)[C:3]([OH:5])=[O:4]. The catalyst class is: 5. (3) Reactant: COCN[C:5]([C:7]1[C:8]([NH2:16])=[N:9][C:10]([S:13][CH2:14][CH3:15])=[N:11][CH:12]=1)=[O:6].[CH3:17][O:18][C:19]1[CH:24]=[CH:23][CH:22]=[CH:21][C:20]=1[Li]. Product: [NH2:16][C:8]1[C:7]([C:5]([C:20]2[CH:21]=[CH:22][CH:23]=[CH:24][C:19]=2[O:18][CH3:17])=[O:6])=[CH:12][N:11]=[C:10]([S:13][CH2:14][CH3:15])[N:9]=1. The catalyst class is: 7. (4) Reactant: [CH:1]([Mg]Br)=[CH2:2].[CH3:5][C:6]([S:9](/[N:11]=[CH:12]/[C:13]1[CH:18]=[CH:17][C:16]([S:19]([CH2:22][CH2:23][CH3:24])(=[O:21])=[O:20])=[CH:15][CH:14]=1)=[O:10])([CH3:8])[CH3:7].C(OCC)(=O)C. Product: [CH3:8][C:6]([S:9]([NH:11][CH:12]([C:13]1[CH:14]=[CH:15][C:16]([S:19]([CH2:22][CH2:23][CH3:24])(=[O:21])=[O:20])=[CH:17][CH:18]=1)[CH:1]=[CH2:2])=[O:10])([CH3:5])[CH3:7]. The catalyst class is: 134. (5) Reactant: N1C(Cl)=NC(Cl)=NC=1Cl.CN1CCOCC1.[Cl:17][C:18]1[S:22][C:21]([C:23]([NH:25][C@H:26]2[CH2:30][N:29]([CH2:31][C:32](=[O:48])[NH:33][C:34]3[CH:39]=[CH:38][C:37]([N:40]4[CH:45]=[CH:44][CH:43]=[CH:42][C:41]4=[O:46])=[CH:36][C:35]=3[F:47])[C@H:28]([C:49](O)=[O:50])[CH2:27]2)=[O:24])=[CH:20][CH:19]=1. Product: [F:47][C:35]1[CH:36]=[C:37]([N:40]2[CH:45]=[CH:44][CH:43]=[CH:42][C:41]2=[O:46])[CH:38]=[CH:39][C:34]=1[NH:33][C:32]([CH2:31][N:29]1[C@H:28]([CH2:49][OH:50])[CH2:27][C@@H:26]([NH:25][C:23]([C:21]2[S:22][C:18]([Cl:17])=[CH:19][CH:20]=2)=[O:24])[CH2:30]1)=[O:48]. The catalyst class is: 57.